This data is from Full USPTO retrosynthesis dataset with 1.9M reactions from patents (1976-2016). The task is: Predict the reactants needed to synthesize the given product. (1) Given the product [CH:1]1([C:4]2[CH:5]=[CH:6][C:7]3[S:11][C:10]([C:14]4[C:15]([NH:28][C@@H:29]5[CH2:34][CH2:33][CH2:32][N:31]([C:35]([O:37][C:38]([CH3:41])([CH3:40])[CH3:39])=[O:36])[CH2:30]5)=[N:16][C:17]([N:22]5[CH2:23][CH2:24][O:25][CH2:26][CH2:27]5)=[N:18][C:19]=4[O:20][CH3:21])=[N:9][C:8]=3[CH:12]=2)[CH2:3][CH2:2]1, predict the reactants needed to synthesize it. The reactants are: [CH:1]1([C:4]2[CH:5]=[CH:6][C:7]3[S:11][CH:10]=[N:9][C:8]=3[CH:12]=2)[CH2:3][CH2:2]1.I[C:14]1[C:15]([NH:28][C@@H:29]2[CH2:34][CH2:33][CH2:32][N:31]([C:35]([O:37][C:38]([CH3:41])([CH3:40])[CH3:39])=[O:36])[CH2:30]2)=[N:16][C:17]([N:22]2[CH2:27][CH2:26][O:25][CH2:24][CH2:23]2)=[N:18][C:19]=1[O:20][CH3:21].C(=O)([O-])[O-].[Cs+].[Cs+]. (2) Given the product [OH:28][C:23]1[CH:24]=[CH:25][CH:26]=[CH:27][C:22]=1[C:4]1[N:5]([CH2:14][CH2:15][C:16]2[CH:17]=[CH:18][CH:19]=[CH:20][CH:21]=2)[C:6](=[O:13])[C:7]([C:8]([O:10][CH2:11][CH3:12])=[O:9])=[C:2]([CH3:1])[N:3]=1, predict the reactants needed to synthesize it. The reactants are: [CH3:1][C:2]1[N:3]=[C:4]([C:22]2[CH:27]=[CH:26][CH:25]=[CH:24][C:23]=2[O:28]CC2C=CC=CC=2)[N:5]([CH2:14][CH2:15][C:16]2[CH:21]=[CH:20][CH:19]=[CH:18][CH:17]=2)[C:6](=[O:13])[C:7]=1[C:8]([O:10][CH2:11][CH3:12])=[O:9]. (3) Given the product [F:1][C:2]1[CH:32]=[CH:31][C:5]([C:6]([NH:8][C:9]2[C:10]([S:15][CH2:16][CH2:17][S:18]([C:21]3[CH:26]=[CH:25][CH:24]=[C:23]([C:27]([F:28])([F:29])[F:30])[CH:22]=3)(=[O:20])=[O:19])=[N:11][CH:12]=[CH:13][CH:14]=2)=[O:7])=[C:4]([OH:33])[CH:3]=1, predict the reactants needed to synthesize it. The reactants are: [F:1][C:2]1[CH:32]=[CH:31][C:5]([C:6]([NH:8][C:9]2[C:10]([S:15][CH2:16][CH2:17][S:18]([C:21]3[CH:26]=[CH:25][CH:24]=[C:23]([C:27]([F:30])([F:29])[F:28])[CH:22]=3)(=[O:20])=[O:19])=[N:11][CH:12]=[CH:13][CH:14]=2)=[O:7])=[C:4]([O:33]C)[CH:3]=1.B(Br)(Br)Br.O.C([O-])(O)=O.[Na+]. (4) Given the product [N:16]1([C:2]2[O:3][C:4]([C:11]([O:13][CH2:14][CH3:15])=[O:12])=[C:5]([C:7]([F:10])([F:9])[F:8])[N:6]=2)[CH2:21][CH2:20][CH2:19][CH2:18][CH2:17]1, predict the reactants needed to synthesize it. The reactants are: Br[C:2]1[O:3][C:4]([C:11]([O:13][CH2:14][CH3:15])=[O:12])=[C:5]([C:7]([F:10])([F:9])[F:8])[N:6]=1.[NH:16]1[CH2:21][CH2:20][CH2:19][CH2:18][CH2:17]1. (5) Given the product [CH3:15][O:14][C:11]1[CH:10]=[CH:9][C:8]([CH2:7][N:6]2[C:2]3[NH:1][C:19](=[O:20])[NH:18][C:16](=[O:17])[C:3]=3[N:4]=[N:5]2)=[CH:13][CH:12]=1, predict the reactants needed to synthesize it. The reactants are: [NH2:1][C:2]1[N:6]([CH2:7][C:8]2[CH:13]=[CH:12][C:11]([O:14][CH3:15])=[CH:10][CH:9]=2)[N:5]=[N:4][C:3]=1[C:16]([NH2:18])=[O:17].[C:19](=O)(OCC)[O:20]CC.[O-]CC.[Na+]. (6) The reactants are: C(O[C:6]([N:8]1[CH2:13][CH2:12][C:11]2[CH:14]=[CH:15][O:16][C:10]=2[CH2:9]1)=O)(C)(C)C.Cl.C=O.C(O[BH-](OC(=O)C)OC(=O)C)(=O)C.[Na+].C(=O)(O)[O-].[Na+]. Given the product [CH3:6][N:8]1[CH2:13][CH2:12][C:11]2[CH:14]=[CH:15][O:16][C:10]=2[CH2:9]1, predict the reactants needed to synthesize it. (7) Given the product [C:11]([O:10][C:8]([N:5]1[CH2:6][CH2:7][CH:3]([CH2:2][O:1][C:16]2[C:17]([C:22]([O:24][CH2:25][CH3:26])=[O:23])=[N:18][CH:19]=[CH:20][CH:21]=2)[CH2:4]1)=[O:9])([CH3:14])([CH3:13])[CH3:12], predict the reactants needed to synthesize it. The reactants are: [OH:1][CH2:2][CH:3]1[CH2:7][CH2:6][N:5]([C:8]([O:10][C:11]([CH3:14])([CH3:13])[CH3:12])=[O:9])[CH2:4]1.O[C:16]1[C:17]([C:22]([O:24][CH2:25][CH3:26])=[O:23])=[N:18][CH:19]=[CH:20][CH:21]=1.ClC1C=C(O)C=NC=1.